From a dataset of Full USPTO retrosynthesis dataset with 1.9M reactions from patents (1976-2016). Predict the reactants needed to synthesize the given product. (1) The reactants are: CC(CC)C(=O)C(OCCC(C)CCC=C(C)C)=O.C([C:23]1[CH:28]=[CH:27][C:26]([C:29](=[O:43])[C:30]([O:32][CH2:33][CH2:34][CH:35]([CH3:42])[CH2:36][CH2:37][CH:38]=[C:39]([CH3:41])[CH3:40])=[O:31])=[CH:25][CH:24]=1)(=O)C.CC(CCC=C(C)C)CCC(C)C(=O)C([O-])=O.CC(CCC=C(C)C)CCCC(=O)C([O-])=O.O=C(C1C=CC=CC=1)C(OCCC(C)CCC=C(C)C)=O. Given the product [CH:26]1([C:29](=[O:43])[C:30]([O:32][CH2:33]/[CH:34]=[C:35](\[CH3:42])/[CH2:36][CH2:37][CH:38]=[C:39]([CH3:40])[CH3:41])=[O:31])[CH2:27][CH2:28][CH2:23][CH2:24][CH2:25]1, predict the reactants needed to synthesize it. (2) Given the product [C:1]([O:5][C:6](=[O:30])[NH:7][C@@H:8]([C:28]#[C:29][C:32]1[C:37]([NH2:38])=[CH:36][CH:35]=[CH:34][N:33]=1)[CH2:9][O:10][Si:11]([C:24]([CH3:27])([CH3:26])[CH3:25])([C:12]1[CH:13]=[CH:14][CH:15]=[CH:16][CH:17]=1)[C:18]1[CH:19]=[CH:20][CH:21]=[CH:22][CH:23]=1)([CH3:4])([CH3:3])[CH3:2], predict the reactants needed to synthesize it. The reactants are: [C:1]([O:5][C:6](=[O:30])[NH:7][C@@H:8]([C:28]#[CH:29])[CH2:9][O:10][Si:11]([C:24]([CH3:27])([CH3:26])[CH3:25])([C:18]1[CH:23]=[CH:22][CH:21]=[CH:20][CH:19]=1)[C:12]1[CH:17]=[CH:16][CH:15]=[CH:14][CH:13]=1)([CH3:4])([CH3:3])[CH3:2].Br[C:32]1[C:37]([NH2:38])=[CH:36][CH:35]=[CH:34][N:33]=1. (3) Given the product [CH3:1][O:2][C:3](=[O:12])[C:4]1[CH:9]=[CH:8][C:7]([B:13]2[O:17][C:16]([CH3:19])([CH3:18])[C:15]([CH3:21])([CH3:20])[O:14]2)=[CH:6][C:5]=1[F:11], predict the reactants needed to synthesize it. The reactants are: [CH3:1][O:2][C:3](=[O:12])[C:4]1[CH:9]=[CH:8][C:7](Br)=[CH:6][C:5]=1[F:11].[B:13]1([B:13]2[O:17][C:16]([CH3:19])([CH3:18])[C:15]([CH3:21])([CH3:20])[O:14]2)[O:17][C:16]([CH3:19])([CH3:18])[C:15]([CH3:21])([CH3:20])[O:14]1.C([O-])(=O)C.[K+]. (4) Given the product [CH3:23][O:22][NH:21][CH:5]1[C:17]2[C:12](=[C:13]([CH3:20])[C:14]([CH3:19])=[C:15]([OH:28])[C:16]=2[CH3:18])[O:11][C:7]2([CH2:8][CH2:9][CH2:10]2)[CH2:6]1, predict the reactants needed to synthesize it. The reactants are: C(O[C:5]1([NH:21][O:22][CH3:23])[C:17]2[C:12](=[C:13]([CH3:20])[C:14]([CH3:19])=[CH:15][C:16]=2[CH3:18])[O:11][C:7]2([CH2:10][CH2:9][CH2:8]2)[CH2:6]1)(=O)C.[OH-].[Li+].C(OCC)(=[O:28])C. (5) Given the product [OH:5][CH:4]([CH:3]([O:2][CH3:1])[C:6]1[CH:7]=[CH:8][C:9]([N:12]2[CH2:17][CH2:16][O:15][CH2:14][CH2:13]2)=[CH:10][CH:11]=1)[C:22]#[N:23], predict the reactants needed to synthesize it. The reactants are: [CH3:1][O:2][CH:3]([C:6]1[CH:11]=[CH:10][C:9]([N:12]2[CH2:17][CH2:16][O:15][CH2:14][CH2:13]2)=[CH:8][CH:7]=1)[CH:4]=[O:5].C[Si]([C:22]#[N:23])(C)C.C([O-])(O)=O.[Na+]. (6) Given the product [Cl:8][C:9]1[CH:17]=[CH:16][CH:15]=[C:14]([Si:18]([CH3:21])([CH3:20])[CH3:19])[C:10]=1[C:11]([N:24]([CH2:22][CH3:23])[CH:25]([CH3:32])[CH2:26][CH2:27][CH2:28][CH2:29][CH2:30][CH3:31])=[O:12], predict the reactants needed to synthesize it. The reactants are: C(N(CC)CC)C.[Cl:8][C:9]1[CH:17]=[CH:16][CH:15]=[C:14]([Si:18]([CH3:21])([CH3:20])[CH3:19])[C:10]=1[C:11](Cl)=[O:12].[CH2:22]([NH:24][CH:25]([CH3:32])[CH2:26][CH2:27][CH2:28][CH2:29][CH2:30][CH3:31])[CH3:23].